Predict the product of the given reaction. From a dataset of Forward reaction prediction with 1.9M reactions from USPTO patents (1976-2016). (1) Given the reactants BrC1C(F)=C(C(F)=CC=1)N.Br[C:12]1[C:13]([F:26])=[C:14]([NH:19][S:20]([CH2:23][CH2:24][CH3:25])(=[O:22])=[O:21])[C:15]([F:18])=[CH:16][CH:17]=1.[B:27]1([B:27]2[O:31][C:30]([CH3:33])([CH3:32])[C:29]([CH3:35])([CH3:34])[O:28]2)[O:31][C:30]([CH3:33])([CH3:32])[C:29]([CH3:35])([CH3:34])[O:28]1.C1(P(C2CCCCC2)C2CCCCC2)CCCCC1.C([O-])(=O)C.[K+], predict the reaction product. The product is: [F:26][C:13]1[C:12]([B:27]2[O:31][C:30]([CH3:33])([CH3:32])[C:29]([CH3:35])([CH3:34])[O:28]2)=[CH:17][CH:16]=[C:15]([F:18])[C:14]=1[NH:19][S:20]([CH2:23][CH2:24][CH3:25])(=[O:22])=[O:21]. (2) The product is: [CH3:3][C:4]([C:11]#[C:12][Se:13][C:14]1[CH:23]=[CH:22][C:21]2[C:20]([CH3:25])([CH3:24])[CH2:19][CH2:18][C:17]([CH3:27])([CH3:26])[C:16]=2[CH:15]=1)=[CH:5][C:6]([OH:8])=[O:7]. Given the reactants [OH-].[Li+].[CH3:3][C:4]([C:11]#[C:12][Se:13][C:14]1[CH:23]=[CH:22][C:21]2[C:20]([CH3:25])([CH3:24])[CH2:19][CH2:18][C:17]([CH3:27])([CH3:26])[C:16]=2[CH:15]=1)=[CH:5][C:6]([O:8]CC)=[O:7].O.CO.Cl, predict the reaction product. (3) Given the reactants [CH2:1]([O:3][C:4]1[CH:5]=[C:6]2[C:11](=[C:12]([NH2:14])[CH:13]=1)[N:10]=[CH:9][CH:8]=[CH:7]2)[CH3:2].[C:15]1([S:21](Cl)(=[O:23])=[O:22])[CH:20]=[CH:19][CH:18]=[CH:17][CH:16]=1, predict the reaction product. The product is: [CH2:1]([O:3][C:4]1[CH:5]=[C:6]2[C:11](=[C:12]([NH:14][S:21]([C:15]3[CH:20]=[CH:19][CH:18]=[CH:17][CH:16]=3)(=[O:23])=[O:22])[CH:13]=1)[N:10]=[CH:9][CH:8]=[CH:7]2)[CH3:2]. (4) Given the reactants C(OC([N:8]1[CH2:11][CH:10]([NH:12][C:13]2[CH:14]=[C:15]3[C:24](=[CH:25][C:26]=2[C:27]2[CH:32]=[CH:31][CH:30]=[CH:29][CH:28]=2)[O:23][CH2:22][C:21]2[N:16]3[C@H:17]([CH3:34])[C:18](=[O:33])[NH:19][N:20]=2)[CH2:9]1)=O)(C)(C)C.[C:35]([OH:41])([C:37]([F:40])([F:39])[F:38])=[O:36], predict the reaction product. The product is: [F:38][C:37]([F:40])([F:39])[C:35]([OH:41])=[O:36].[NH:8]1[CH2:9][CH:10]([NH:12][C:13]2[CH:14]=[C:15]3[C:24](=[CH:25][C:26]=2[C:27]2[CH:32]=[CH:31][CH:30]=[CH:29][CH:28]=2)[O:23][CH2:22][C:21]2[N:16]3[C@H:17]([CH3:34])[C:18](=[O:33])[NH:19][N:20]=2)[CH2:11]1. (5) Given the reactants [Br:1][C:2]1[CH:7]=[CH:6][C:5]([N:8]=[C:9]=[O:10])=[CH:4][CH:3]=1.C(OC(=O)[NH:17][CH2:18][C:19]1[CH:24]=[CH:23][C:22]([NH2:25])=[CH:21][CH:20]=1)(C)(C)C, predict the reaction product. The product is: [NH2:17][CH2:18][C:19]1[CH:24]=[CH:23][C:22]([NH:25][C:9]([NH:8][C:5]2[CH:6]=[CH:7][C:2]([Br:1])=[CH:3][CH:4]=2)=[O:10])=[CH:21][CH:20]=1. (6) Given the reactants [CH3:1][N:2]1[CH:6]([C:7]([OH:9])=O)[CH2:5][NH:4][C:3]1=[O:10].CN1C(C(OC(C)(C)C)=O)CNC1=O.O=C1N(C(OCC2C=CC=CC=2)=O)[C@H](C(O)=O)CN1.C(N1CCOCC1)C.O.ON1C2C=CC=CC=2N=N1.Cl.C(N=C=NCCCN(C)C)C.[F:75][C:76]1[CH:81]=[CH:80][C:79]([CH2:82][NH2:83])=[CH:78][C:77]=1[C:84]([F:87])([F:86])[F:85], predict the reaction product. The product is: [F:75][C:76]1[CH:81]=[CH:80][C:79]([CH2:82][NH:83][C:7]([CH:6]2[CH2:5][NH:4][C:3](=[O:10])[N:2]2[CH3:1])=[O:9])=[CH:78][C:77]=1[C:84]([F:85])([F:86])[F:87]. (7) Given the reactants [H-].[Na+].ClC1C2N=C(CC(F)(F)F)[N:9](Cl)C=2C=CC=1.[Cl:19][C:20]1[CH:21]=[C:22]2[C:26](=[CH:27][C:28]=1[Cl:29])[NH:25][C:24]([CH2:30][C:31]([F:34])([F:33])[F:32])=C2.[Cl:35][C:36]1[CH:43]=[CH:42][C:39]([CH2:40]Br)=[CH:38][CH:37]=1.[NH4+].[Cl-], predict the reaction product. The product is: [Cl:29][C:28]1[C:20]([Cl:19])=[CH:21][C:22]2[N:9]([CH2:40][C:39]3[CH:42]=[CH:43][C:36]([Cl:35])=[CH:37][CH:38]=3)[C:24]([CH2:30][C:31]([F:32])([F:33])[F:34])=[N:25][C:26]=2[CH:27]=1. (8) Given the reactants [CH2:1]([NH:10][C:11]1[CH:16]=[CH:15][CH:14]=[CH:13][CH:12]=1)[C:2]1[CH:7]=[CH:6][CH:5]=[C:4]([O:8][CH3:9])[CH:3]=1.[CH2:17]([Li])CCC.IC, predict the reaction product. The product is: [CH2:1]([N:10]([C:11]1[CH:16]=[CH:15][CH:14]=[CH:13][CH:12]=1)[CH3:17])[C:2]1[CH:7]=[CH:6][CH:5]=[C:4]([O:8][CH3:9])[CH:3]=1. (9) Given the reactants [Br:1][C:2]1[CH:7]=[CH:6][C:5]([N+:8]([O-:10])=[O:9])=[C:4](F)[CH:3]=1.[O-:12][CH2:13][CH3:14].[Na+], predict the reaction product. The product is: [CH2:13]([O:12][C:4]1[CH:3]=[C:2]([Br:1])[CH:7]=[CH:6][C:5]=1[N+:8]([O-:10])=[O:9])[CH3:14].